Task: Predict the product of the given reaction.. Dataset: Forward reaction prediction with 1.9M reactions from USPTO patents (1976-2016) (1) Given the reactants [NH2:1][C:2]1[N:10]=[CH:9][CH:8]=[CH:7][C:3]=1[C:4]([OH:6])=O.ON1C2C=CC=CC=2N=N1.CCN=C=NCCCN(C)C.[F:32][C:33]1[CH:47]=[CH:46][C:36]([O:37][C:38]2[CH:39]=[C:40]([CH:43]=[CH:44][CH:45]=2)[CH2:41][NH2:42])=[CH:35][CH:34]=1.C(=O)(O)[O-].[Na+], predict the reaction product. The product is: [F:32][C:33]1[CH:47]=[CH:46][C:36]([O:37][C:38]2[CH:39]=[C:40]([CH2:41][NH:42][C:4](=[O:6])[C:3]3[CH:7]=[CH:8][CH:9]=[N:10][C:2]=3[NH2:1])[CH:43]=[CH:44][CH:45]=2)=[CH:35][CH:34]=1. (2) Given the reactants [CH:1]1([CH2:4][O:5][C:6]2[CH:7]=[C:8]([C:12]3[C:20]4[C:15](=[CH:16][CH:17]=[C:18]([O:21][CH2:22][CH2:23][OH:24])[CH:19]=4)[N:14]([CH2:25][C:26]4[CH:31]=[CH:30][CH:29]=[C:28]([O:32][CH3:33])[CH:27]=4)[C:13]=3[C:34]([O:36][CH2:37][CH3:38])=[O:35])[CH:9]=[CH:10][CH:11]=2)[CH2:3][CH2:2]1.[H-].[Na+].[CH2:41](I)[CH3:42], predict the reaction product. The product is: [CH:1]1([CH2:4][O:5][C:6]2[CH:7]=[C:8]([C:12]3[C:20]4[C:15](=[CH:16][CH:17]=[C:18]([O:21][CH2:22][CH2:23][O:24][CH2:41][CH3:42])[CH:19]=4)[N:14]([CH2:25][C:26]4[CH:31]=[CH:30][CH:29]=[C:28]([O:32][CH3:33])[CH:27]=4)[C:13]=3[C:34]([O:36][CH2:37][CH3:38])=[O:35])[CH:9]=[CH:10][CH:11]=2)[CH2:3][CH2:2]1. (3) The product is: [CH2:29]([N:26]1[CH2:27][CH2:28][CH:23]([NH:7][CH2:8][C:9]2[CH:14]=[CH:13][C:12]([N:15]([CH3:22])[C:16]3[CH:21]=[CH:20][N:19]=[CH:18][CH:17]=3)=[CH:11][CH:10]=2)[CH2:24][CH2:25]1)[C:30]1[CH:35]=[CH:34][CH:33]=[CH:32][CH:31]=1. Given the reactants C(OC(=O)[N:7]([CH:23]1[CH2:28][CH2:27][N:26]([CH2:29][C:30]2[CH:35]=[CH:34][CH:33]=[CH:32][CH:31]=2)[CH2:25][CH2:24]1)[CH2:8][C:9]1[CH:14]=[CH:13][C:12]([N:15]([CH3:22])[C:16]2[CH:21]=[CH:20][N:19]=[CH:18][CH:17]=2)=[CH:11][CH:10]=1)(C)(C)C, predict the reaction product. (4) The product is: [CH3:3][C:2]([C:4]([O:6][CH2:7][CH2:8][OH:9])=[O:5])=[CH2:1].[C:16](=[O:21])([O-:5])[O:17][CH:18]([Cl:20])[CH3:19]. Given the reactants [CH3:1][C:2]([C:4]([O:6][CH2:7][CH2:8][OH:9])=[O:5])=[CH2:3].N1C=CC=CC=1.[C:16](Cl)(=[O:21])[O:17][CH:18]([Cl:20])[CH3:19], predict the reaction product. (5) The product is: [N:1]1([C:7]2[N:8]=[C:9]3[N:17]([CH2:29][C:30]4[CH:35]=[CH:34][C:33]([F:36])=[C:32]([F:37])[C:31]=4[F:38])[C@H:16]([C:18]([F:20])([F:21])[F:19])[CH2:15][CH2:14][N:10]3[C:11](=[O:13])[CH:12]=2)[CH2:6][CH2:5][O:4][CH2:3][CH2:2]1. Given the reactants [N:1]1([C:7]2[N:8]=[C:9]3[NH:17][C@H:16]([C:18]([F:21])([F:20])[F:19])[CH2:15][CH2:14][N:10]3[C:11](=[O:13])[CH:12]=2)[CH2:6][CH2:5][O:4][CH2:3][CH2:2]1.C(=O)([O-])[O-].[Cs+].[Cs+].Br[CH2:29][C:30]1[CH:35]=[CH:34][C:33]([F:36])=[C:32]([F:37])[C:31]=1[F:38], predict the reaction product.